From a dataset of Forward reaction prediction with 1.9M reactions from USPTO patents (1976-2016). Predict the product of the given reaction. (1) Given the reactants [CH:1]1[C:10]2[C:5](=[C:6]([NH:11][CH:12]3[CH2:17][CH2:16][C:15](=O)[CH2:14][CH2:13]3)[CH:7]=[CH:8][CH:9]=2)[CH:4]=[CH:3][N:2]=1.[C:19]1([CH2:25][CH2:26][NH2:27])[CH:24]=[CH:23][CH:22]=[CH:21][CH:20]=1.C(O[BH-](OC(=O)C)OC(=O)C)(=O)C.[Na+].Cl.CO, predict the reaction product. The product is: [CH:1]1[C:10]2[C:5](=[C:6]([NH:11][CH:12]3[CH2:17][CH2:16][CH:15]([NH:27][CH2:26][CH2:25][C:19]4[CH:24]=[CH:23][CH:22]=[CH:21][CH:20]=4)[CH2:14][CH2:13]3)[CH:7]=[CH:8][CH:9]=2)[CH:4]=[CH:3][N:2]=1. (2) Given the reactants C[O:2]C1C(OC)=CC2N(C)C(=O)CN=C(C3C=C(C=CC=3)C#N)C=2C=1.[CH3:26][O:27][C:28]1[C:29]([O:55][CH3:56])=[C:30]([C:49]2[CH:54]=[CH:53][CH:52]=[CH:51][CH:50]=2)[C:31]2[N:37]([CH3:38])[C:36](=[O:39])[CH2:35][N:34]=[C:33]([C:40]3[CH:41]=[C:42]([CH:45]=[CH:46][CH:47]=3)[C:43]#[N:44])[C:32]=2[CH:48]=1, predict the reaction product. The product is: [CH3:26][O:27][C:28]1[C:29]([O:55][CH3:56])=[C:30]([C:49]2[CH:54]=[CH:53][CH:52]=[CH:51][CH:50]=2)[C:31]2[N:37]([CH3:38])[C:36](=[O:39])[CH2:35][N:34]=[C:33]([C:40]3[CH:41]=[C:42]([CH:45]=[CH:46][CH:47]=3)[C:43]([NH2:44])=[O:2])[C:32]=2[CH:48]=1. (3) Given the reactants [CH:1]([C:3]1[O:7][C:6]([C:8]2[CH:16]=[CH:15][CH:14]=[CH:13][C:9]=2[C:10]([OH:12])=[O:11])=[CH:5][CH:4]=1)=O.[S:17]1[CH2:23][C:21](=[O:22])[NH:20][C:18]1=[S:19].N1CCCCC1, predict the reaction product. The product is: [O:22]=[C:21]1[C:23](=[CH:1][C:3]2[O:7][C:6]([C:8]3[CH:16]=[CH:15][CH:14]=[CH:13][C:9]=3[C:10]([OH:12])=[O:11])=[CH:5][CH:4]=2)[S:17][C:18](=[S:19])[NH:20]1. (4) Given the reactants [CH3:1][C:2]1[CH:3]=[C:4]2[C:9](=[CH:10][CH:11]=1)[N:8]=[CH:7][NH:6][C:5]2=O.C(N(CC)CC)C.P(Cl)(Cl)([Cl:22])=O.O, predict the reaction product. The product is: [Cl:22][C:5]1[C:4]2[C:9](=[CH:10][CH:11]=[C:2]([CH3:1])[CH:3]=2)[N:8]=[CH:7][N:6]=1. (5) Given the reactants [Cl:1][C:2]1[CH:7]=[CH:6][C:5]([C@H:8]([C:19]2[CH:24]=[CH:23][CH:22]=[CH:21][CH:20]=2)[CH2:9][C:10]([C:12]2[CH:17]=[CH:16][N:15]=[C:14]([CH3:18])[CH:13]=2)=O)=[C:4]([CH3:25])[CH:3]=1.Cl.[NH2:27][OH:28].C(=O)([O-])O.[Na+], predict the reaction product. The product is: [Cl:1][C:2]1[CH:7]=[CH:6][C:5]([C@H:8]([C:19]2[CH:24]=[CH:23][CH:22]=[CH:21][CH:20]=2)[CH2:9][C:10]([C:12]2[CH:17]=[CH:16][N:15]=[C:14]([CH3:18])[CH:13]=2)=[N:27][OH:28])=[C:4]([CH3:25])[CH:3]=1.